From a dataset of Forward reaction prediction with 1.9M reactions from USPTO patents (1976-2016). Predict the product of the given reaction. (1) Given the reactants [CH2:1]([O:3][C:4]([N:6]1[C:15]2[C:10](=[N:11][C:12]([O:16][CH3:17])=[CH:13][CH:14]=2)[C@@H:9]([NH:18][C:19]2[N:24]=[C:23]([CH2:25][C:26]3[CH:31]=[C:30]([C:32]([F:35])([F:34])[F:33])[CH:29]=[C:28]([C:36]([F:39])([F:38])[F:37])[CH:27]=3)[C:22](I)=[CH:21][N:20]=2)[CH2:8][C@H:7]1[CH2:41][CH3:42])=[O:5])[CH3:2].C[O:44][C:45](=[O:48])[CH2:46][SH:47].C(O)CO.C(=O)([O-])[O-].[K+].[K+], predict the reaction product. The product is: [CH2:1]([O:3][C:4]([N:6]1[C:15]2[C:10](=[N:11][C:12]([O:16][CH3:17])=[CH:13][CH:14]=2)[C@@H:9]([NH:18][C:19]2[N:24]=[C:23]([CH2:25][C:26]3[CH:31]=[C:30]([C:32]([F:35])([F:34])[F:33])[CH:29]=[C:28]([C:36]([F:39])([F:38])[F:37])[CH:27]=3)[C:22]([S:47][CH2:46][C:45]([OH:48])=[O:44])=[CH:21][N:20]=2)[CH2:8][C@H:7]1[CH2:41][CH3:42])=[O:5])[CH3:2]. (2) Given the reactants Cl.[CH3:2][O:3][C:4]1[CH:9]=[CH:8][CH:7]=[CH:6][C:5]=1[N:10]1[CH2:15][CH2:14][N:13]([CH:16]([CH3:29])[C:17]([C:19]2[CH:20]=[C:21]3[C:25](=[CH:26][CH:27]=2)[NH:24][C:23](=[O:28])[CH2:22]3)=[O:18])[CH2:12][CH2:11]1.[BH4-].[Na+].Cl, predict the reaction product. The product is: [OH:18][CH:17]([C:19]1[CH:20]=[C:21]2[C:25](=[CH:26][CH:27]=1)[NH:24][C:23](=[O:28])[CH2:22]2)[CH:16]([N:13]1[CH2:14][CH2:15][N:10]([C:5]2[CH:6]=[CH:7][CH:8]=[CH:9][C:4]=2[O:3][CH3:2])[CH2:11][CH2:12]1)[CH3:29].